This data is from Forward reaction prediction with 1.9M reactions from USPTO patents (1976-2016). The task is: Predict the product of the given reaction. Given the reactants [I:1]Cl.[Br:3][C:4]1[N:12]=[CH:11][C:10]2[NH:9][C:8]3[N:13]=[CH:14][CH:15]=[CH:16][C:7]=3[C:6]=2[CH:5]=1.C([O-])(=O)C.[Na+].S(S([O-])=O)([O-])(=O)=O.[Na+].[Na+], predict the reaction product. The product is: [Br:3][C:4]1[N:12]=[CH:11][C:10]2[NH:9][C:8]3[N:13]=[CH:14][C:15]([I:1])=[CH:16][C:7]=3[C:6]=2[CH:5]=1.